This data is from Full USPTO retrosynthesis dataset with 1.9M reactions from patents (1976-2016). The task is: Predict the reactants needed to synthesize the given product. (1) The reactants are: [CH3:1][C:2]1([CH3:14])[CH2:7][O:6][C:5]2([CH2:12][CH2:11][C:10](=[O:13])[CH2:9][CH2:8]2)[O:4][CH2:3]1.[CH2:15](Br)[CH:16]=[CH2:17]. Given the product [CH2:17]([C:10]1([OH:13])[CH2:11][CH2:12][C:5]2([O:4][CH2:3][C:2]([CH3:14])([CH3:1])[CH2:7][O:6]2)[CH2:8][CH2:9]1)[CH:16]=[CH2:15], predict the reactants needed to synthesize it. (2) Given the product [Cl:1][C:2]1[CH:3]=[CH:4][C:5]([B:36]2[O:40][C:39]([CH3:42])([CH3:41])[C:38]([CH3:44])([CH3:43])[O:37]2)=[C:6]([C:8]2[N:13]=[C:12]([N:14]3[C:18]([C:19]([F:21])([F:20])[F:22])=[C:17]([C:23]([O:25][CH2:26][CH3:27])=[O:24])[CH:16]=[N:15]3)[CH:11]=[CH:10][CH:9]=2)[CH:7]=1, predict the reactants needed to synthesize it. The reactants are: [Cl:1][C:2]1[CH:3]=[CH:4][C:5](OS(C(F)(F)F)(=O)=O)=[C:6]([C:8]2[N:13]=[C:12]([N:14]3[C:18]([C:19]([F:22])([F:21])[F:20])=[C:17]([C:23]([O:25][CH2:26][CH3:27])=[O:24])[CH:16]=[N:15]3)[CH:11]=[CH:10][CH:9]=2)[CH:7]=1.[B:36]1([B:36]2[O:40][C:39]([CH3:42])([CH3:41])[C:38]([CH3:44])([CH3:43])[O:37]2)[O:40][C:39]([CH3:42])([CH3:41])[C:38]([CH3:44])([CH3:43])[O:37]1.C([O-])(=O)C.[K+]. (3) Given the product [Cl:3][CH:14]([C:10]1[CH:11]=[CH:12][CH:13]=[C:8]([N+:5]([O-:7])=[O:6])[CH:9]=1)[CH3:15], predict the reactants needed to synthesize it. The reactants are: S(Cl)([Cl:3])=O.[N+:5]([C:8]1[CH:9]=[C:10]([CH:14](O)[CH3:15])[CH:11]=[CH:12][CH:13]=1)([O-:7])=[O:6]. (4) Given the product [C:26]([C:24]1[CH:25]=[C:20]([N:19]2[CH:12]=[CH:11][C:10]3[C:15](=[CH:16][CH:17]=[C:8]([O:7][CH2:6][C@H:2]4[CH2:3][CH2:4][CH2:5][O:1]4)[CH:9]=3)[C:14]2=[O:18])[CH:21]=[CH:22][C:23]=1[N:29]1[CH2:33][CH2:32][C@@H:31]([N:34]2[CH2:35][CH2:36][CH2:37][CH2:38]2)[CH2:30]1)(=[O:28])[CH3:27], predict the reactants needed to synthesize it. The reactants are: [O:1]1[CH2:5][CH2:4][CH2:3][C@@H:2]1[CH2:6][O:7][C:8]1[CH:9]=[C:10]2[C:15](=[CH:16][CH:17]=1)[C:14](=[O:18])O[CH:12]=[CH:11]2.[NH2:19][C:20]1[CH:21]=[CH:22][C:23]([N:29]2[CH2:33][CH2:32][C@@H:31]([N:34]3[CH2:38][CH2:37][CH2:36][CH2:35]3)[CH2:30]2)=[C:24]([C:26](=[O:28])[CH3:27])[CH:25]=1. (5) Given the product [CH2:38]([NH:45][C:46]([NH:1][C:2]1[CH:7]=[CH:6][CH:5]=[CH:4][C:3]=1[NH:8][C:9]1[C:14]([Cl:15])=[CH:13][N:12]=[C:11]([NH:16][C:17]2[CH:18]=[CH:19][C:20]([N:23]3[CH2:24][CH2:25][O:26][CH2:27][CH2:28]3)=[CH:21][CH:22]=2)[N:10]=1)=[O:47])[C:39]1[CH:44]=[CH:43][CH:42]=[CH:41][CH:40]=1, predict the reactants needed to synthesize it. The reactants are: [NH2:1][C:2]1[CH:7]=[CH:6][CH:5]=[CH:4][C:3]=1[NH:8][C:9]1[C:14]([Cl:15])=[CH:13][N:12]=[C:11]([NH:16][C:17]2[CH:22]=[CH:21][C:20]([N:23]3[CH2:28][CH2:27][O:26][CH2:25][CH2:24]3)=[CH:19][CH:18]=2)[N:10]=1.C(N(C(C)C)CC)(C)C.[CH2:38]([N:45]=[C:46]=[O:47])[C:39]1[CH:44]=[CH:43][CH:42]=[CH:41][CH:40]=1. (6) Given the product [N:3]1([C:9]([CH:11]2[CH2:16][CH2:15][CH2:14][N:13]([CH:17]3[CH2:22][CH2:21][N:20]([C:36]([C:35]4[CH:34]=[C:33]([C:39]5[CH:44]=[CH:43][CH:42]=[CH:41][CH:40]=5)[S:32][C:31]=4[NH:30][C:28](=[O:29])[O:27][C:23]([CH3:25])([CH3:24])[CH3:26])=[O:37])[CH2:19][CH2:18]3)[CH2:12]2)=[O:10])[CH2:8][CH2:7][O:6][CH2:5][CH2:4]1, predict the reactants needed to synthesize it. The reactants are: Cl.Cl.[N:3]1([C:9]([CH:11]2[CH2:16][CH2:15][CH2:14][N:13]([CH:17]3[CH2:22][CH2:21][NH:20][CH2:19][CH2:18]3)[CH2:12]2)=[O:10])[CH2:8][CH2:7][O:6][CH2:5][CH2:4]1.[C:23]([O:27][C:28]([NH:30][C:31]1[S:32][C:33]([C:39]2[CH:44]=[CH:43][CH:42]=[CH:41][CH:40]=2)=[CH:34][C:35]=1[C:36](O)=[O:37])=[O:29])([CH3:26])([CH3:25])[CH3:24].